This data is from Forward reaction prediction with 1.9M reactions from USPTO patents (1976-2016). The task is: Predict the product of the given reaction. (1) Given the reactants C(O[C:6]([N:8]1[CH:13]([C:14]2[NH:15][C:16]([C:19]3[CH:24]=[CH:23][C:22]([B:25]4[O:29][C:28]([CH3:31])([CH3:30])[C:27]([CH3:33])([CH3:32])[O:26]4)=[CH:21][CH:20]=3)=[CH:17][N:18]=2)[CH:12]2[CH2:34][CH:9]1[CH2:10][CH2:11]2)=[O:7])(C)(C)C.Cl.[CH3:36][O:37][C:38]([NH:40][CH:41]([CH:45]1[CH2:50][CH2:49][O:48][CH2:47][CH2:46]1)C(O)=O)=[O:39].CCOC(C(C#N)=NOC(N1CCOCC1)=[N+](C)C)=O.F[P-](F)(F)(F)(F)F.CCN(C(C)C)C(C)C, predict the reaction product. The product is: [CH3:36][O:37][C:38](=[O:39])[NH:40][CH:41]([CH:45]1[CH2:46][CH2:47][O:48][CH2:49][CH2:50]1)[C:6](=[O:7])[N:8]1[CH:13]([C:14]2[NH:15][C:16]([C:19]3[CH:24]=[CH:23][C:22]([B:25]4[O:29][C:28]([CH3:30])([CH3:31])[C:27]([CH3:32])([CH3:33])[O:26]4)=[CH:21][CH:20]=3)=[CH:17][N:18]=2)[CH:12]2[CH2:34][CH:9]1[CH2:10][CH2:11]2. (2) Given the reactants [CH3:1][N:2]([CH:9]1[CH2:14][CH2:13][NH:12][CH2:11][CH2:10]1)[CH2:3][C:4]([O:6][CH2:7][CH3:8])=[O:5].[C:15](=[O:27])([O:17][C:18]1[CH:23]=[CH:22][C:21]([N+:24]([O-:26])=[O:25])=[CH:20][CH:19]=1)N, predict the reaction product. The product is: [CH2:7]([O:6][C:4](=[O:5])[CH2:3][N:2]([CH3:1])[CH:9]1[CH2:14][CH2:13][N:12]([C:15]([O:17][C:18]2[CH:19]=[CH:20][C:21]([N+:24]([O-:26])=[O:25])=[CH:22][CH:23]=2)=[O:27])[CH2:11][CH2:10]1)[CH3:8]. (3) Given the reactants [Cl:1][C:2]1[CH:3]=[C:4]([CH2:17][N:18]2[C:22]([CH3:23])=[CH:21][C:20]([NH2:24])=[N:19]2)[C:5]2[O:9][C:8]([C:10]3[CH:15]=[CH:14][CH:13]=[CH:12][CH:11]=3)=[CH:7][C:6]=2[CH:16]=1.CC(OC([N:32]1[CH2:37][CH2:36][C:35]([F:41])([C:38](O)=[O:39])[CH2:34][CH2:33]1)=O)(C)C.CCN=C=NCCCN(C)C.C1C=CC2N(O)N=NC=2C=1, predict the reaction product. The product is: [ClH:1].[Cl:1][C:2]1[CH:3]=[C:4]([CH2:17][N:18]2[C:22]([CH3:23])=[CH:21][C:20]([NH:24][C:38]([C:35]3([F:41])[CH2:36][CH2:37][NH:32][CH2:33][CH2:34]3)=[O:39])=[N:19]2)[C:5]2[O:9][C:8]([C:10]3[CH:11]=[CH:12][CH:13]=[CH:14][CH:15]=3)=[CH:7][C:6]=2[CH:16]=1. (4) Given the reactants [CH3:1][O:2][C:3]1[C:11]2[O:10][C:9]([C:12]3[CH:13]=[CH:14][C:15]([O:21][CH2:22][CH2:23][CH3:24])=[C:16]([CH:20]=3)[C:17]([OH:19])=O)=[CH:8][C:7]=2[CH:6]=[CH:5][CH:4]=1.[NH2:25][C@@H:26]([CH2:37][OH:38])[CH2:27][C:28]1[C:36]2[C:31](=[CH:32][CH:33]=[CH:34][CH:35]=2)[NH:30][CH:29]=1, predict the reaction product. The product is: [OH:38][CH2:37][C@H:26]([NH:25][C:17](=[O:19])[C:16]1[CH:20]=[C:12]([C:9]2[O:10][C:11]3[C:3]([O:2][CH3:1])=[CH:4][CH:5]=[CH:6][C:7]=3[CH:8]=2)[CH:13]=[CH:14][C:15]=1[O:21][CH2:22][CH2:23][CH3:24])[CH2:27][C:28]1[C:36]2[C:31](=[CH:32][CH:33]=[CH:34][CH:35]=2)[NH:30][CH:29]=1. (5) Given the reactants [Br:1][C:2]1[C:3](F)=[C:4]2[C:10]([NH:11][C:12](=[O:19])[C:13]3[CH:18]=[CH:17][CH:16]=[N:15][CH:14]=3)=[CH:9][NH:8][C:5]2=[N:6][CH:7]=1.[NH:21]1[CH2:25][CH2:24][CH:23]([C:26]2[CH:31]=[CH:30][CH:29]=[CH:28][N:27]=2)[CH2:22]1, predict the reaction product. The product is: [Br:1][C:2]1[C:3]([N:21]2[CH2:25][CH2:24][CH:23]([C:26]3[CH:31]=[CH:30][CH:29]=[CH:28][N:27]=3)[CH2:22]2)=[C:4]2[C:10]([NH:11][C:12](=[O:19])[C:13]3[CH:18]=[CH:17][CH:16]=[N:15][CH:14]=3)=[CH:9][NH:8][C:5]2=[N:6][CH:7]=1. (6) Given the reactants CN([C:4]([O:8]N1N=NC2C=CC=CC1=2)=[N+](C)C)C.[B-](F)(F)(F)F.[CH3:23][C:24]1[CH:25]=[CH:26][C:27]([N:33]2[N:37]=[CH:36][CH:35]=[N:34]2)=[C:28]([CH:32]=1)[C:29]([OH:31])=O.CC[N:40]([CH:44]([CH3:46])[CH3:45])[CH:41]([CH3:43])C.[OH2:47], predict the reaction product. The product is: [CH3:23][C:24]1[CH:25]=[CH:26][C:27]([N:33]2[N:37]=[CH:36][CH:35]=[N:34]2)=[C:28]([CH:32]=1)[C:29]([N:40]1[CH2:41][CH2:43][CH2:46][C@H:44]1[C:45]([O:8][CH3:4])=[O:47])=[O:31]. (7) Given the reactants [C:1]([O:5][C:6]([N:8]1[CH2:13][CH2:12][CH2:11][C:10](=O)[CH2:9]1)=[O:7])([CH3:4])([CH3:3])[CH3:2].[NH:15]1[CH2:20][CH2:19][NH:18][CH2:17][CH2:16]1.[C:21](O)(=O)C.C(Cl)Cl.C(O[BH-](OC(=O)C)OC(=O)C)(=O)C.[Na+].C(=O)(O)[O-].[Na+], predict the reaction product. The product is: [C:1]([O:5][C:6]([N:8]1[CH2:13][CH2:12][CH2:11][CH:10]([N:15]2[CH2:20][CH2:19][N:18]([CH3:21])[CH2:17][CH2:16]2)[CH2:9]1)=[O:7])([CH3:4])([CH3:3])[CH3:2]. (8) Given the reactants [N:1]1[C:10]2[C:5](=[CH:6][CH:7]=[CH:8][CH:9]=2)[CH:4]=[C:3]([C:11]([OH:13])=O)[CH:2]=1.CN(C)C=O.C(Cl)(=O)C([Cl:22])=O, predict the reaction product. The product is: [N:1]1[C:10]2[C:5](=[CH:6][CH:7]=[CH:8][CH:9]=2)[CH:4]=[C:3]([C:11]([Cl:22])=[O:13])[CH:2]=1. (9) Given the reactants [Cl:1][C:2]1[CH:7]=[CH:6][C:5]([S:8]([C:11]2([C:26]3[CH:31]=[C:30]([F:32])[CH:29]=[CH:28][C:27]=3[F:33])[CH2:16][CH2:15][CH:14]([CH2:17][S:18]([N:21]3[CH2:24][CH:23]([OH:25])[CH2:22]3)(=[O:20])=[O:19])[CH2:13][CH2:12]2)(=[O:10])=[O:9])=[CH:4][CH:3]=1.C(N(CC)CC)C.[CH3:41][S:42](Cl)(=[O:44])=[O:43].C(OCC)(=O)C, predict the reaction product. The product is: [Cl:1][C:2]1[CH:7]=[CH:6][C:5]([S:8]([C:11]2([C:26]3[CH:31]=[C:30]([F:32])[CH:29]=[CH:28][C:27]=3[F:33])[CH2:12][CH2:13][CH:14]([CH2:17][S:18]([N:21]3[CH2:24][CH:23]([O:25][S:42]([CH3:41])(=[O:44])=[O:43])[CH2:22]3)(=[O:19])=[O:20])[CH2:15][CH2:16]2)(=[O:10])=[O:9])=[CH:4][CH:3]=1. (10) Given the reactants [C:1]1([NH:7][C:8]2[CH:13]=[CH:12][CH:11]=[CH:10][CH:9]=2)[CH:6]=[CH:5][CH:4]=[CH:3][CH:2]=1.[CH2:14]([C:18]1([CH2:33][CH2:34][CH2:35][CH3:36])[C:30]2[CH:29]=[C:28]([Br:31])[CH:27]=[CH:26][C:25]=2C2C1=CC(Br)=CC=2)[CH2:15][CH2:16][CH3:17].C[C:38]1[CH:43]=[CH:42][CH:41]=[CH:40][C:39]=1P([C:38]1[CH:43]=[CH:42][CH:41]=[CH:40][C:39]=1C)[C:38]1[CH:43]=[CH:42][CH:41]=[CH:40][C:39]=1C.C1(C)C=CC=CC=1, predict the reaction product. The product is: [CH2:14]([C:18]1([CH2:33][CH2:34][CH2:35][CH3:36])[C:10]2[CH:9]=[C:8]([N:7]([C:38]3[CH:43]=[CH:42][CH:41]=[CH:40][CH:39]=3)[C:1]3[CH:2]=[CH:3][CH:4]=[CH:5][CH:6]=3)[CH:13]=[CH:12][C:11]=2[C:25]2[C:30]1=[CH:29][C:28]([Br:31])=[CH:27][CH:26]=2)[CH2:15][CH2:16][CH3:17].